Dataset: Forward reaction prediction with 1.9M reactions from USPTO patents (1976-2016). Task: Predict the product of the given reaction. (1) Given the reactants COC1C=C(C(C2C=CC(OC)=C(OC)C=2)=CC(OC)=O)C=CC=1OC.[CH3:27][O:28][C:29]1[CH:30]=[C:31]([CH:46]=[CH:47][C:48]=1[O:49][CH3:50])[C:32]([C:34]1[CH:39]=[CH:38][C:37]([C:40]2[CH:45]=[CH:44][CH:43]=[CH:42][CH:41]=2)=[CH:36][CH:35]=1)=O.C(OP([CH2:59][C:60]#[N:61])(=O)OCC)C.C[Si](C)(C)[N-][Si](C)(C)C.[Li+], predict the reaction product. The product is: [C:37]1([C:40]2[CH:45]=[CH:44][CH:43]=[CH:42][CH:41]=2)[CH:38]=[CH:39][C:34]([C:32]([C:31]2[CH:46]=[CH:47][C:48]([O:49][CH3:50])=[C:29]([O:28][CH3:27])[CH:30]=2)=[CH:59][C:60]#[N:61])=[CH:35][CH:36]=1. (2) Given the reactants C([SiH](CC)CC)C.FC(F)(F)C(O)=O.[Cl:15][C:16]1[CH:17]=[CH:18][C:19]2[N:20]([N:22]=[C:23]([C:37]3[CH:42]=[CH:41][CH:40]=[CH:39][CH:38]=3)[C:24]=2[CH:25](O)[C:26]2[N:31]=[C:30]([C:32]([O:34][CH3:35])=[O:33])[CH:29]=[CH:28][CH:27]=2)[CH:21]=1.C(=O)(O)[O-].[Na+], predict the reaction product. The product is: [Cl:15][C:16]1[CH:17]=[CH:18][C:19]2[N:20]([N:22]=[C:23]([C:37]3[CH:38]=[CH:39][CH:40]=[CH:41][CH:42]=3)[C:24]=2[CH2:25][C:26]2[N:31]=[C:30]([C:32]([O:34][CH3:35])=[O:33])[CH:29]=[CH:28][CH:27]=2)[CH:21]=1. (3) Given the reactants [CH3:1]N1CCOCC1.C(OC([CH2:15][NH:16][CH2:17][C:18]1[CH:19]=[C:20]([C:24]2[CH:29]=[CH:28][C:27]([CH2:30][CH:31]([O:35][CH2:36][CH3:37])[C:32](O)=[O:33])=[CH:26][CH:25]=2)[CH:21]=[CH:22][CH:23]=1)=O)(C)(C)C.[C:38]([NH:43][NH2:44])(=[O:42])[CH2:39][CH2:40][CH3:41].ON1C2C=C[CH:53]=[CH:54][C:49]=2N=N1.C(N=C=NC(C)C)(C)C.[C:64]([O:67]CC)(=[O:66])C, predict the reaction product. The product is: [C:38]([NH:43][NH:44][C:32](=[O:33])[CH:31]([O:35][CH2:36][CH3:37])[CH2:30][C:27]1[CH:28]=[CH:29][C:24]([C:20]2[CH:21]=[CH:22][CH:23]=[C:18]([CH2:17][N:16]([CH3:15])[C:64](=[O:66])[O:67][C:54]([CH3:53])([CH3:49])[CH3:1])[CH:19]=2)=[CH:25][CH:26]=1)(=[O:42])[CH2:39][CH2:40][CH3:41]. (4) Given the reactants C(OC([N:8]1[CH2:12][C@H:11]([O:13][Si](C(C)(C)C)(C)C)[CH2:10][C@@H:9]1[C:21](=[O:40])[NH:22][C:23]1[CH:28]=[CH:27][C:26]([C:29]2[CH:34]=[CH:33][CH:32]=[CH:31][C:30]=2[S:35]([CH3:38])(=[O:37])=[O:36])=[CH:25][C:24]=1[F:39])=O)(C)(C)C.FC(F)(F)C(O)=O, predict the reaction product. The product is: [F:39][C:24]1[CH:25]=[C:26]([C:29]2[CH:34]=[CH:33][CH:32]=[CH:31][C:30]=2[S:35]([CH3:38])(=[O:36])=[O:37])[CH:27]=[CH:28][C:23]=1[NH:22][C:21]([C@H:9]1[CH2:10][C@@H:11]([OH:13])[CH2:12][NH:8]1)=[O:40]. (5) Given the reactants [Cl:1][C:2]1[C:3]([CH:32]=O)=[C:4]([O:27][C:28]([F:31])([F:30])[F:29])[CH:5]=[C:6]2[C:11]=1[NH:10][C:9](=[O:12])[N:8]([CH2:13][C:14]1[CH:19]=[C:18]([Cl:20])[CH:17]=[CH:16][C:15]=1[S:21]([CH2:24][CH3:25])(=[O:23])=[O:22])[C:7]2=[O:26].C(OC(=O)[NH:40][CH2:41][C@H:42]1[CH2:46][CH2:45][CH2:44][NH:43]1)(C)(C)C, predict the reaction product. The product is: [NH2:40][CH2:41][C@H:42]1[CH2:46][CH2:45][CH2:44][N:43]1[CH2:32][C:3]1[C:2]([Cl:1])=[C:11]2[C:6]([C:7](=[O:26])[N:8]([CH2:13][C:14]3[CH:19]=[C:18]([Cl:20])[CH:17]=[CH:16][C:15]=3[S:21]([CH2:24][CH3:25])(=[O:22])=[O:23])[C:9](=[O:12])[NH:10]2)=[CH:5][C:4]=1[O:27][C:28]([F:30])([F:31])[F:29]. (6) Given the reactants C(OC([N:11]1[C@@H:16]([CH3:17])[C:15](=[O:18])[N:14]2[C@@H:19]([CH2:22][CH2:23][CH2:24][N:25]3[CH2:32][CH2:31][C:28]4([CH2:30][CH2:29]4)[C@H:27]([OH:33])[CH2:26]3)[CH2:20][O:21][C:13]2([CH3:34])[CH2:12]1)=O)C1C=CC=CC=1, predict the reaction product. The product is: [OH:33][C@@H:27]1[CH2:26][N:25]([CH2:24][CH2:23][CH2:22][C@@H:19]2[N:14]3[C:15](=[O:18])[C@H:16]([CH3:17])[NH:11][CH2:12][C:13]3([CH3:34])[O:21][CH2:20]2)[CH2:32][CH2:31][C:28]21[CH2:30][CH2:29]2. (7) The product is: [Cl:1][C:2]1[CH:12]=[C:11]([Cl:13])[C:10]([S:14]([NH:21][C:20]2[CH:22]=[CH:23][CH:24]=[CH:25][C:19]=2[F:18])(=[O:16])=[O:15])=[CH:9][C:3]=1[C:4]([O:6][CH2:7][CH3:8])=[O:5]. Given the reactants [Cl:1][C:2]1[CH:12]=[C:11]([Cl:13])[C:10]([S:14](Cl)(=[O:16])=[O:15])=[CH:9][C:3]=1[C:4]([O:6][CH2:7][CH3:8])=[O:5].[F:18][C:19]1[CH:25]=[CH:24][CH:23]=[CH:22][C:20]=1[NH2:21], predict the reaction product. (8) Given the reactants [NH:1]1[C:10]2[C:5](=[CH:6][CH:7]=[CH:8][CH:9]=2)[CH2:4][CH2:3][CH2:2]1.[N+:11]([O-])([OH:13])=[O:12], predict the reaction product. The product is: [N+:11]([C:8]1[CH:9]=[C:10]2[C:5]([CH2:4][CH2:3][CH2:2][NH:1]2)=[CH:6][CH:7]=1)([O-:13])=[O:12]. (9) Given the reactants N[C:2]1[CH:3]=[C:4]([CH:15]=[CH:16][CH:17]=1)[O:5][C:6]1[CH:11]=[CH:10][N:9]=[C:8]([C:12]([NH2:14])=O)[CH:7]=1.[NH2:18]C1C=CC(O)=CC=1.ClC1C=CN=C(C#N)C=1, predict the reaction product. The product is: [NH2:18][C:17]1[CH:16]=[CH:15][C:4]([O:5][C:6]2[CH:11]=[CH:10][N:9]=[C:8]([C:12]#[N:14])[CH:7]=2)=[CH:3][CH:2]=1.